This data is from Full USPTO retrosynthesis dataset with 1.9M reactions from patents (1976-2016). The task is: Predict the reactants needed to synthesize the given product. The reactants are: Br[C:2]1[CH:11]=[CH:10][CH:9]=[C:8]2[C:3]=1[CH:4]=[CH:5][N:6]=[CH:7]2.C(=O)([O-])[O-].[Na+].[Na+].[F:18][C:19]1[CH:24]=[CH:23][C:22](B(O)O)=[CH:21][CH:20]=1. Given the product [F:18][C:19]1[CH:24]=[CH:23][C:22]([C:2]2[CH:11]=[CH:10][CH:9]=[C:8]3[C:3]=2[CH:4]=[CH:5][N:6]=[CH:7]3)=[CH:21][CH:20]=1, predict the reactants needed to synthesize it.